Dataset: Catalyst prediction with 721,799 reactions and 888 catalyst types from USPTO. Task: Predict which catalyst facilitates the given reaction. (1) The catalyst class is: 106. Product: [CH2:30]([S:29][C:10]1[N:11]([C:17]2[CH:22]=[CH:21][C:20]([O:23][CH2:24][C:25]([F:27])([F:28])[F:26])=[CH:19][CH:18]=2)[C:12](=[O:16])[C:13]2[CH:14]=[CH:15][NH:6][C:7](=[O:32])[C:8]=2[N:9]=1)[CH3:31]. Reactant: COC1C=C(OC)C=CC=1C[N:6]1[CH:15]=[CH:14][C:13]2[C:12](=[O:16])[N:11]([C:17]3[CH:22]=[CH:21][C:20]([O:23][CH2:24][C:25]([F:28])([F:27])[F:26])=[CH:19][CH:18]=3)[C:10]([S:29][CH2:30][CH3:31])=[N:9][C:8]=2[C:7]1=[O:32]. (2) Reactant: Cl.[C:2]([O:6][NH2:7])([CH3:5])([CH3:4])[CH3:3].CCN(C(C)C)C(C)C.Cl[C:18](=[O:24])[CH2:19][C:20]([O:22][CH3:23])=[O:21]. Product: [C:2]([O:6][NH:7][C:18](=[O:24])[CH2:19][C:20]([O:22][CH3:23])=[O:21])([CH3:5])([CH3:4])[CH3:3]. The catalyst class is: 1. (3) Reactant: [H][H].[CH3:3][O:4][C:5]1[CH:10]=[CH:9][C:8]([C:11]2[CH:12]=[N:13][O:14][C:15]=2[C:16]2[CH:21]=[C:20]([O:22][CH3:23])[C:19]([O:24][CH3:25])=[C:18]([O:26][CH3:27])[CH:17]=2)=[CH:7][C:6]=1[N+:28]([O-])=O.C1COCC1.[ClH:36]. Product: [ClH:36].[CH3:3][O:4][C:5]1[CH:10]=[CH:9][C:8]([C:11]2[CH:12]=[N:13][O:14][C:15]=2[C:16]2[CH:17]=[C:18]([O:26][CH3:27])[C:19]([O:24][CH3:25])=[C:20]([O:22][CH3:23])[CH:21]=2)=[CH:7][C:6]=1[NH2:28]. The catalyst class is: 19. (4) Reactant: [C:1]([O:5][C:6]([N:8]1[CH2:13][CH2:12][N:11]([C:14]2[CH:19]=[CH:18][C:17]([C:20]3([C:23]([O:25][C:26]([CH3:29])([CH3:28])[CH3:27])=[O:24])[CH2:22][CH2:21]3)=[CH:16][CH:15]=2)[CH2:10][CH2:9]1)=[O:7])(C)(C)C.Cl.C(#N)C.C(N(CC)C(C)C)(C)C.ClC(OC)=O. Product: [CH3:1][O:5][C:6]([N:8]1[CH2:13][CH2:12][N:11]([C:14]2[CH:19]=[CH:18][C:17]([C:20]3([C:23]([O:25][C:26]([CH3:29])([CH3:28])[CH3:27])=[O:24])[CH2:22][CH2:21]3)=[CH:16][CH:15]=2)[CH2:10][CH2:9]1)=[O:7]. The catalyst class is: 12.